From a dataset of Peptide-MHC class I binding affinity with 185,985 pairs from IEDB/IMGT. Regression. Given a peptide amino acid sequence and an MHC pseudo amino acid sequence, predict their binding affinity value. This is MHC class I binding data. (1) The MHC is HLA-A02:03 with pseudo-sequence HLA-A02:03. The binding affinity (normalized) is 0.409. The peptide sequence is NTTTFITVLT. (2) The peptide sequence is KEKGPIFRD. The MHC is HLA-B58:01 with pseudo-sequence HLA-B58:01. The binding affinity (normalized) is 0.0847. (3) The peptide sequence is EYSGGLHGV. The MHC is HLA-A69:01 with pseudo-sequence HLA-A69:01. The binding affinity (normalized) is 0.433. (4) The peptide sequence is AYIDNYNKF. The MHC is Mamu-A01 with pseudo-sequence Mamu-A01. The binding affinity (normalized) is 0.0479.